The task is: Binary Classification. Given a T-cell receptor sequence (or CDR3 region) and an epitope sequence, predict whether binding occurs between them.. This data is from TCR-epitope binding with 47,182 pairs between 192 epitopes and 23,139 TCRs. (1) The epitope is NLNESLIDL. The TCR CDR3 sequence is CASSAGTLNTEAFF. Result: 0 (the TCR does not bind to the epitope). (2) The epitope is YFPLQSYGF. The TCR CDR3 sequence is CASSLGSGLAYGYTF. Result: 1 (the TCR binds to the epitope). (3) The epitope is LLFGYPVYV. The TCR CDR3 sequence is CASAPGGGYEQYF. Result: 0 (the TCR does not bind to the epitope). (4) The epitope is YLNTLTLAV. The TCR CDR3 sequence is CASSQAEGGELFF. Result: 1 (the TCR binds to the epitope). (5) The epitope is KLFIRQEEV. The TCR CDR3 sequence is CSAPTSGGHNEQFF. Result: 0 (the TCR does not bind to the epitope). (6) The epitope is KPLEFGATSAAL. The TCR CDR3 sequence is CMSGGNNEQFF. Result: 1 (the TCR binds to the epitope). (7) Result: 1 (the TCR binds to the epitope). The epitope is KLPDDFTGCV. The TCR CDR3 sequence is CASSLGQYSNEKLFF. (8) The epitope is GTSGSPIVNR. The TCR CDR3 sequence is CASSVSGDLGDTQYF. Result: 1 (the TCR binds to the epitope). (9) The epitope is PKYVKQNTLKLAT. The TCR CDR3 sequence is CASSPDGSSYNEQFF. Result: 1 (the TCR binds to the epitope).